This data is from Forward reaction prediction with 1.9M reactions from USPTO patents (1976-2016). The task is: Predict the product of the given reaction. (1) Given the reactants [Cl:1][C:2]1[CH:3]=[C:4]([CH:26]=[CH:27][C:28]=1[O:29][CH3:30])[CH2:5][NH:6][C:7]1[C:8]2[N:21]([CH3:22])[N:20]=[C:19]([CH2:23][CH2:24][CH3:25])[C:9]=2[N:10]=[C:11]([CH2:13][CH2:14][C:15]([O:17]C)=[O:16])[N:12]=1.[OH-].[Na+].Cl, predict the reaction product. The product is: [Cl:1][C:2]1[CH:3]=[C:4]([CH:26]=[CH:27][C:28]=1[O:29][CH3:30])[CH2:5][NH:6][C:7]1[C:8]2[N:21]([CH3:22])[N:20]=[C:19]([CH2:23][CH2:24][CH3:25])[C:9]=2[N:10]=[C:11]([CH2:13][CH2:14][C:15]([OH:17])=[O:16])[N:12]=1. (2) Given the reactants [NH2:1][C:2]1[CH:7]=[CH:6][C:5]([Cl:8])=[CH:4][C:3]=1[CH:9]([C:11]1[CH:16]=[CH:15][CH:14]=[C:13]([O:17][CH3:18])[C:12]=1[Cl:19])O.[C:20](O)(=[O:27])[CH:21]([CH2:23][C:24]([OH:26])=[O:25])[SH:22].[OH-].[Na+].O.[OH-].[Li+], predict the reaction product. The product is: [Cl:8][C:5]1[CH:6]=[CH:7][C:2]2[NH:1][C:20](=[O:27])[C@@H:21]([CH2:23][C:24]([OH:26])=[O:25])[S:22][C@H:9]([C:11]3[CH:16]=[CH:15][CH:14]=[C:13]([O:17][CH3:18])[C:12]=3[Cl:19])[C:3]=2[CH:4]=1.